This data is from Catalyst prediction with 721,799 reactions and 888 catalyst types from USPTO. The task is: Predict which catalyst facilitates the given reaction. (1) Product: [ClH:42].[CH3:38][S:39]([N:29]1[CH2:30][CH:31]([C:32]2[CH:37]=[CH:36][CH:35]=[CH:34][CH:33]=2)[CH:27]([CH2:26][NH:18][C@@H:16]([C:6]2[C:15]3[C:10](=[CH:11][CH:12]=[CH:13][CH:14]=3)[CH:9]=[CH:8][CH:7]=2)[CH3:17])[CH2:28]1)(=[O:41])=[O:40]. Reactant: C1COCC1.[C:6]1([C@H:16]([N:18]([CH2:26][CH:27]2[CH:31]([C:32]3[CH:37]=[CH:36][CH:35]=[CH:34][CH:33]=3)[CH2:30][NH:29][CH2:28]2)C(=O)OC(C)(C)C)[CH3:17])[C:15]2[C:10](=[CH:11][CH:12]=[CH:13][CH:14]=2)[CH:9]=[CH:8][CH:7]=1.[CH3:38][S:39]([Cl:42])(=[O:41])=[O:40].C(N(CC)CC)C. The catalyst class is: 6. (2) Product: [O:24]=[S:23]1(=[O:25])[CH2:26][CH2:27][CH2:28][N:22]1[C:19]1[CH:20]=[CH:21][C:16]([C:4]2[N:5]([CH2:14][CH3:15])[C:6]3[C:11]([C:3]=2[C:1]#[N:2])=[CH:10][CH:9]=[C:8]([O:12][CH3:13])[CH:7]=3)=[CH:17][CH:18]=1. Reactant: [C:1]([C:3]1[C:11]2[C:6](=[CH:7][C:8]([O:12][CH3:13])=[CH:9][CH:10]=2)[N:5]([CH2:14][CH3:15])[C:4]=1[C:16]1[CH:21]=[CH:20][C:19]([NH:22][S:23]([CH2:26][CH2:27][CH2:28]Cl)(=[O:25])=[O:24])=[CH:18][CH:17]=1)#[N:2].C([O-])([O-])=O.[K+].[K+]. The catalyst class is: 18. (3) Reactant: [Cl:1][CH2:2][C:3]1[N:7]=[C:6]([C:8]2[CH:13]=[CH:12][N:11]=[CH:10][CH:9]=2)[O:5][N:4]=1.[C:14]1([C@@H:20]([NH:32][C:33]2[CH:38]=[CH:37][CH:36]=[CH:35][CH:34]=2)[C:21]([O:23][C@@H:24]2[CH:29]3[CH2:30][CH2:31][N:26]([CH2:27][CH2:28]3)[CH2:25]2)=[O:22])[CH:19]=[CH:18][CH:17]=[CH:16][CH:15]=1.CC#N.O. Product: [Cl-:1].[C:14]1([C@@H:20]([NH:32][C:33]2[CH:38]=[CH:37][CH:36]=[CH:35][CH:34]=2)[C:21]([O:23][C@@H:24]2[CH:29]3[CH2:28][CH2:27][N+:26]([CH2:2][C:3]4[N:7]=[C:6]([C:8]5[CH:13]=[CH:12][N:11]=[CH:10][CH:9]=5)[O:5][N:4]=4)([CH2:31][CH2:30]3)[CH2:25]2)=[O:22])[CH:15]=[CH:16][CH:17]=[CH:18][CH:19]=1. The catalyst class is: 25. (4) Reactant: [N:1]1([C:8](OC(C)(C)C)=O)[CH2:7][CH2:6][CH2:5][NH:4][CH2:3][CH2:2]1.Br[CH2:16][CH:17]=C. Product: [CH2:8]([N:1]1[CH2:7][CH2:6][CH2:5][NH:4][CH2:3][CH2:2]1)[CH:16]=[CH2:17]. The catalyst class is: 4. (5) Reactant: [Br:1][C:2]1[CH:10]=[C:9]2[C:5]([C:6]([CH3:32])=[CH:7][N:8]2[S:11]([C:14]2[C:23]3[C:18](=[CH:19][CH:20]=[CH:21][CH:22]=3)[C:17]([O:24][CH3:25])=[C:16]([N:26]3[CH2:31][CH2:30][NH:29][CH2:28][CH2:27]3)[CH:15]=2)(=[O:13])=[O:12])=[CH:4][CH:3]=1.[C:33]([BH3-])#N.[Na+].C=O. Product: [Br:1][C:2]1[CH:10]=[C:9]2[C:5]([C:6]([CH3:32])=[CH:7][N:8]2[S:11]([C:14]2[C:23]3[C:18](=[CH:19][CH:20]=[CH:21][CH:22]=3)[C:17]([O:24][CH3:25])=[C:16]([N:26]3[CH2:27][CH2:28][N:29]([CH3:33])[CH2:30][CH2:31]3)[CH:15]=2)(=[O:13])=[O:12])=[CH:4][CH:3]=1. The catalyst class is: 5. (6) Reactant: [Cl:1][C:2]1[CH:7]=[CH:6][C:5]([NH:8][C:9](=[O:21])[CH2:10][C@H:11]([CH:15]2[CH2:20][CH2:19][CH2:18][CH2:17][CH2:16]2)[C:12]([OH:14])=O)=[CH:4][CH:3]=1.C1C=CC2N(O)N=NC=2C=1.CCN=C=NCCCN(C)C.Cl.Cl.[CH3:45][C:46]1[N:50]2[C:51](=[O:60])[N:52]([CH:54]3[CH2:59][CH2:58][NH:57][CH2:56][CH2:55]3)[CH2:53][C:49]2=[CH:48][N:47]=1.C1CCN2C(=NCCC2)CC1. Product: [Cl:1][C:2]1[CH:3]=[CH:4][C:5]([NH:8][C:9](=[O:21])[CH2:10][C@H:11]([CH:15]2[CH2:20][CH2:19][CH2:18][CH2:17][CH2:16]2)[C:12]([N:57]2[CH2:56][CH2:55][CH:54]([N:52]3[CH2:53][C:49]4=[CH:48][N:47]=[C:46]([CH3:45])[N:50]4[C:51]3=[O:60])[CH2:59][CH2:58]2)=[O:14])=[CH:6][CH:7]=1. The catalyst class is: 556. (7) Reactant: [CH3:1][NH:2][CH3:3].O.F[C:6]1[CH:11]=[CH:10][C:9]([C:12]([N:14]2[CH2:19][CH2:18][CH:17]([C:20]3[CH:25]=[CH:24][C:23]([C:26]4[CH:27]=[N:28][N:29]([CH3:31])[CH:30]=4)=[CH:22][CH:21]=3)[CH2:16][CH2:15]2)=[O:13])=[CH:8][C:7]=1[N+:32]([O-:34])=[O:33]. Product: [CH3:1][N:2]([CH3:3])[C:6]1[CH:11]=[CH:10][C:9]([C:12]([N:14]2[CH2:19][CH2:18][CH:17]([C:20]3[CH:25]=[CH:24][C:23]([C:26]4[CH:27]=[N:28][N:29]([CH3:31])[CH:30]=4)=[CH:22][CH:21]=3)[CH2:16][CH2:15]2)=[O:13])=[CH:8][C:7]=1[N+:32]([O-:34])=[O:33]. The catalyst class is: 5. (8) Reactant: [CH3:1][O:2][C:3]1[CH:4]=[C:5]2[C:9](=[CH:10][CH:11]=1)[NH:8][N:7]=[C:6]2[C:12]([OH:14])=[O:13].[H-].[Na+].[CH2:17](Cl)[C:18]1[CH:23]=[CH:22][CH:21]=[CH:20][CH:19]=1.O. Product: [CH2:17]([N:8]1[C:9]2[C:5](=[CH:4][C:3]([O:2][CH3:1])=[CH:11][CH:10]=2)[C:6]([C:12]([O:14][CH2:6][C:5]2[CH:9]=[CH:10][CH:11]=[CH:3][CH:4]=2)=[O:13])=[N:7]1)[C:18]1[CH:23]=[CH:22][CH:21]=[CH:20][CH:19]=1. The catalyst class is: 9.